The task is: Predict which catalyst facilitates the given reaction.. This data is from Catalyst prediction with 721,799 reactions and 888 catalyst types from USPTO. (1) Reactant: Br[CH2:2][C:3]1[N:7]([CH3:8])[N:6]=[C:5]([N+:9]([O-:11])=[O:10])[CH:4]=1.[CH3:12][O-:13].[Na+]. Product: [CH3:12][O:13][CH2:2][C:3]1[N:7]([CH3:8])[N:6]=[C:5]([N+:9]([O-:11])=[O:10])[CH:4]=1. The catalyst class is: 5. (2) Reactant: [Cl:1][C:2]1[N:3]=[CH:4][C:5]2[NH:11][C:10](=[O:12])[CH2:9][CH2:8][N:7]([CH:13]3[CH2:17][CH2:16][CH2:15][CH2:14]3)[C:6]=2[N:18]=1.CI.[CH3:21]C(C)=O.C(=O)=O.[H-].[Na+]. Product: [Cl:1][C:2]1[N:3]=[CH:4][C:5]2[N:11]([CH3:21])[C:10](=[O:12])[CH2:9][CH2:8][N:7]([CH:13]3[CH2:17][CH2:16][CH2:15][CH2:14]3)[C:6]=2[N:18]=1. The catalyst class is: 3. (3) Reactant: [F:1][CH:2]([C:7]1[CH:8]=[C:9]([CH:26]=[CH:27][CH:28]=1)[CH2:10][CH:11]([CH:17]([C:19]1[CH:24]=[CH:23][C:22]([F:25])=[CH:21][CH:20]=1)[OH:18])[C:12]([O:14]CC)=[O:13])[C:3]([F:6])([CH3:5])[CH3:4].[OH-].[Na+].[CH3:31]O.O. Product: [F:1][CH:2]([C:7]1[CH:8]=[C:9]([CH:26]=[CH:27][CH:28]=1)[CH2:10][CH:11]([CH:17]([C:19]1[CH:24]=[CH:23][C:22]([F:25])=[CH:21][CH:20]=1)[OH:18])[C:12]([OH:14])=[O:13])[C:3]([F:6])([CH2:4][CH3:31])[CH3:5]. The catalyst class is: 7. (4) Reactant: N1(CCC[O:9][C:10]2[CH:15]=[CH:14][C:13]([C:16]3([C:22]#[N:23])[CH2:21][CH2:20][O:19][CH2:18][CH2:17]3)=[CH:12][CH:11]=2)CCCC1.Cl[CH2:25][CH2:26][CH2:27][N:28]1[CH2:33][CH2:32][CH:31]([CH2:34][CH2:35][OH:36])[CH2:30][CH2:29]1.C([O-])([O-])=O.[K+].[K+]. Product: [OH:36][CH2:35][CH2:34][CH:31]1[CH2:32][CH2:33][N:28]([CH2:27][CH2:26][CH2:25][O:9][C:10]2[CH:15]=[CH:14][C:13]([C:16]3([C:22]#[N:23])[CH2:21][CH2:20][O:19][CH2:18][CH2:17]3)=[CH:12][CH:11]=2)[CH2:29][CH2:30]1. The catalyst class is: 3. (5) Reactant: [C:1]([O:5][C:6]([N:8]1[CH2:13][CH2:12][N:11]([C:14](=[O:28])[C:15]2[CH:20]=[C:19]([CH2:21][O:22]S(C)(=O)=O)[CH:18]=[CH:17][C:16]=2[F:27])[CH2:10][CH2:9]1)=[O:7])([CH3:4])([CH3:3])[CH3:2].[F:29][C:30]1[CH:31]=[CH:32][C:33](O)=[C:34]([CH:38]=1)[C:35]([NH2:37])=[O:36].C(=O)([O-])[O-].[K+].[K+].O. Product: [C:1]([O:5][C:6]([N:8]1[CH2:13][CH2:12][N:11]([C:14](=[O:28])[C:15]2[CH:20]=[C:19]([CH2:21][O:22][C:33]3[CH:32]=[CH:31][C:30]([F:29])=[CH:38][C:34]=3[C:35](=[O:36])[NH2:37])[CH:18]=[CH:17][C:16]=2[F:27])[CH2:10][CH2:9]1)=[O:7])([CH3:4])([CH3:3])[CH3:2]. The catalyst class is: 3. (6) Reactant: CCOC(/N=N/C(OCC)=O)=O.C1(P(C2C=CC=CC=2)C2C=CC=CC=2)C=CC=CC=1.[C:32]([OH:43])(=[O:42])[CH:33]([C:36]1[CH:41]=[CH:40][CH:39]=[CH:38][CH:37]=1)[CH2:34]O. Product: [C:36]1([CH:33]2[CH2:34][O:43][C:32]2=[O:42])[CH:37]=[CH:38][CH:39]=[CH:40][CH:41]=1. The catalyst class is: 7.